This data is from Peptide-MHC class II binding affinity with 134,281 pairs from IEDB. The task is: Regression. Given a peptide amino acid sequence and an MHC pseudo amino acid sequence, predict their binding affinity value. This is MHC class II binding data. (1) The peptide sequence is YGRIAECILGMNPSR. The MHC is HLA-DQA10501-DQB10301 with pseudo-sequence HLA-DQA10501-DQB10301. The binding affinity (normalized) is 0.219. (2) The peptide sequence is YRIAARPGAVTRRAA. The MHC is DRB1_1001 with pseudo-sequence DRB1_1001. The binding affinity (normalized) is 0.386. (3) The peptide sequence is ARTDLLAFTRLPQAD. The MHC is DRB1_1101 with pseudo-sequence DRB1_1101. The binding affinity (normalized) is 0.565. (4) The peptide sequence is TSSTPEAVSLLCSDK. The MHC is HLA-DQA10102-DQB10602 with pseudo-sequence HLA-DQA10102-DQB10602. The binding affinity (normalized) is 0.671. (5) The peptide sequence is HYTVDKSKPKVYQ. The MHC is DRB1_1101 with pseudo-sequence DRB1_1101. The binding affinity (normalized) is 0. (6) The peptide sequence is GDKPSLFGQAAAG. The MHC is DRB5_0101 with pseudo-sequence DRB5_0101. The binding affinity (normalized) is 0.0472. (7) The peptide sequence is QSAVVCGRRHSVRIR. The MHC is HLA-DPA10103-DPB10301 with pseudo-sequence HLA-DPA10103-DPB10301. The binding affinity (normalized) is 0.582. (8) The peptide sequence is LLNRNNSFKPFAEYK. The MHC is DRB1_1602 with pseudo-sequence DRB1_1602. The binding affinity (normalized) is 0.389.